Dataset: Reaction yield outcomes from USPTO patents with 853,638 reactions. Task: Predict the reaction yield, written as a fraction of the theoretical maximum amount of product (1.0 means a 100% yield; for example, 0.34 means a 34% yield). (1) The reactants are [Cl:1][C:2]1[CH:7]=[CH:6][C:5]([NH:8][C:9](=[O:14])[C:10]([CH3:13])([CH3:12])[CH3:11])=[CH:4][C:3]=1[C:15]([F:18])([F:17])[F:16].[CH2:19]([Li])CCC.IC. The catalyst is C1COCC1.O.CCOCC. The product is [Cl:1][C:2]1[CH:7]=[CH:6][C:5]([NH:8][C:9](=[O:14])[C:10]([CH3:11])([CH3:12])[CH3:13])=[C:4]([CH3:19])[C:3]=1[C:15]([F:16])([F:17])[F:18]. The yield is 0.670. (2) The reactants are C(NC(C)C)(C)C.[Li][CH2:9][CH2:10][CH2:11][CH3:12].[N:13]1([C:23]([O:25][C:26]([CH3:29])([CH3:28])[CH3:27])=[O:24])[CH2:18][CH2:17][CH:16]([C:19]([O:21][CH3:22])=[O:20])[CH2:15][CH2:14]1.CN(P(N(C)C)(N(C)C)=O)C.BrCCC=C.[NH4+].[Cl-]. The catalyst is CCCCCC.C1COCC1. The product is [CH2:9]([C:16]1([C:19]([O:21][CH3:22])=[O:20])[CH2:15][CH2:14][N:13]([C:23]([O:25][C:26]([CH3:27])([CH3:28])[CH3:29])=[O:24])[CH2:18][CH2:17]1)[CH2:10][CH:11]=[CH2:12]. The yield is 0.720. (3) The reactants are [N:1]([C:4]1[CH:5]=[C:6]([CH:8]=[CH:9][CH:10]=1)[NH2:7])=[N+:2]=[N-:3].[CH2:11]([NH:14][C:15](=[O:21])[O:16][C:17]([CH3:20])([CH3:19])[CH3:18])[C:12]#[CH:13]. The catalyst is C1COCC1.C(N(CC)CC)C.[Cu]I. The product is [NH2:7][C:6]1[CH:5]=[C:4]([N:1]2[CH:13]=[C:12]([CH2:11][NH:14][C:15](=[O:21])[O:16][C:17]([CH3:19])([CH3:18])[CH3:20])[N:3]=[N:2]2)[CH:10]=[CH:9][CH:8]=1. The yield is 0.590. (4) The product is [C:13]([Si:17]([CH3:25])([CH3:24])[O:18][CH2:19][CH2:20][C@@H:21]([OH:22])[CH2:23][NH:1][C:2]1[CH:3]=[CH:4][C:5]2[O:10][CH2:9][C:8](=[O:11])[NH:7][C:6]=2[CH:12]=1)([CH3:14])([CH3:16])[CH3:15]. The reactants are [NH2:1][C:2]1[CH:3]=[CH:4][C:5]2[O:10][CH2:9][C:8](=[O:11])[NH:7][C:6]=2[CH:12]=1.[C:13]([Si:17]([CH3:25])([CH3:24])[O:18][CH2:19][CH2:20][C@@H:21]1[CH2:23][O:22]1)([CH3:16])([CH3:15])[CH3:14]. The catalyst is CCO.O. The yield is 0.400. (5) The reactants are [CH3:1][C:2]1([CH3:13])[CH2:7][C:6]([CH3:9])([CH3:8])[CH2:5][C:4](=[CH:10][C:11]#[N:12])[CH2:3]1.[C:14](C(P(=O)(OCC)OCC)C)#N. No catalyst specified. The product is [CH3:1][C:2]1([CH3:13])[CH2:7][C:6]([CH3:8])([CH3:9])[CH2:5][C:4](=[C:10]([CH3:14])[C:11]#[N:12])[CH2:3]1. The yield is 0.410. (6) The reactants are [Si]([O:8][C:9]1[CH:10]=[CH:11][CH:12]=[C:13]2[C:18]=1[N:17]=[C:16]([C:19]1[N:23]3[CH:24]=[CH:25][C:26]([CH3:28])=[CH:27][C:22]3=[N:21][N:20]=1)[CH:15]=[CH:14]2)(C(C)(C)C)(C)C.[F-].C([N+](CCCC)(CCCC)CCCC)CCC. The catalyst is O1CCCC1.[Cl-].[NH4+]. The product is [CH3:28][C:26]1[CH:25]=[CH:24][N:23]2[C:19]([C:16]3[CH:15]=[CH:14][C:13]4[C:18](=[C:9]([OH:8])[CH:10]=[CH:11][CH:12]=4)[N:17]=3)=[N:20][N:21]=[C:22]2[CH:27]=1. The yield is 0.990. (7) The yield is 0.870. The reactants are Cl[C:2]1[C:11]2[C:6](=[C:7]([O:15][CH3:16])[CH:8]=[C:9]([N+:12]([O-:14])=[O:13])[CH:10]=2)[N:5]=[CH:4][C:3]=1[C:17]#[N:18].[Cl:19][C:20]1[CH:21]=[C:22]([NH2:27])[CH:23]=[CH:24][C:25]=1[F:26]. The product is [Cl:19][C:20]1[CH:21]=[C:22]([NH:27][C:2]2[C:11]3[C:6](=[C:7]([O:15][CH3:16])[CH:8]=[C:9]([N+:12]([O-:14])=[O:13])[CH:10]=3)[N:5]=[CH:4][C:3]=2[C:17]#[N:18])[CH:23]=[CH:24][C:25]=1[F:26]. The catalyst is CCO. (8) The product is [CH2:11]([O:9][C:8]([C:5]1[CH:4]=[CH:3][C:2]([F:1])=[CH:7][N:6]=1)=[O:10])[CH3:12]. The catalyst is O1CCOCC1. The reactants are [F:1][C:2]1[CH:3]=[CH:4][C:5]([C:8]([OH:10])=[O:9])=[N:6][CH:7]=1.[CH2:11](O)[CH3:12].Cl. The yield is 0.493.